This data is from Reaction yield outcomes from USPTO patents with 853,638 reactions. The task is: Predict the reaction yield, written as a fraction of the theoretical maximum amount of product (1.0 means a 100% yield; for example, 0.34 means a 34% yield). (1) The reactants are C(OC(=O)[NH:7][C@H:8]([CH2:34][C:35]1[CH:40]=[C:39]([F:41])[C:38]([F:42])=[CH:37][C:36]=1[F:43])[CH2:9][C:10](=[O:33])[N:11]1[CH2:16][CH2:15][N:14]2[C:17]([C:29]([F:32])([F:31])[F:30])=[N:18][C:19]([C:20](=[O:28])[NH:21][C:22]3[CH:27]=[CH:26][CH:25]=[CH:24][N:23]=3)=[C:13]2[CH2:12]1)(C)(C)C.[Cl:45]CCl.[ClH:48]. The catalyst is CO. The product is [ClH:45].[ClH:48].[N:23]1[CH:24]=[CH:25][CH:26]=[CH:27][C:22]=1[NH:21][C:20]([C:19]1[N:18]=[C:17]([C:29]([F:30])([F:31])[F:32])[N:14]2[CH2:15][CH2:16][N:11]([C:10](=[O:33])[CH2:9][C@H:8]([NH2:7])[CH2:34][C:35]3[CH:40]=[C:39]([F:41])[C:38]([F:42])=[CH:37][C:36]=3[F:43])[CH2:12][C:13]=12)=[O:28]. The yield is 0.952. (2) The reactants are [Cl:1][C:2]1[CH:7]=[CH:6][C:5]([C:8]2([CH3:26])[N:12]([C:13]3[CH:18]=[CH:17][C:16]([Cl:19])=[CH:15][C:14]=3[Cl:20])[N:11]=[C:10]([C:21]([O:23]CC)=[O:22])[CH2:9]2)=[CH:4][CH:3]=1.[OH-].[Na+]. The catalyst is O1CCCC1. The product is [Cl:1][C:2]1[CH:3]=[CH:4][C:5]([C:8]2([CH3:26])[N:12]([C:13]3[CH:18]=[CH:17][C:16]([Cl:19])=[CH:15][C:14]=3[Cl:20])[N:11]=[C:10]([C:21]([OH:23])=[O:22])[CH2:9]2)=[CH:6][CH:7]=1. The yield is 0.850. (3) The reactants are [NH2:1][C:2]1[CH:25]=[CH:24][C:23]([N:26]2[CH2:31][CH2:30][CH2:29][CH2:28][CH2:27]2)=[CH:22][C:3]=1[C:4]([NH:6][C:7]1[CH:11]=[CH:10][N:9]([C:12]2[CH:17]=[CH:16][CH:15]=[C:14]([C:18]([F:21])([F:20])[F:19])[CH:13]=2)[N:8]=1)=[O:5].[CH2:32]([N:34]([CH2:49][CH3:50])[CH2:35][CH2:36][N:37]([CH2:39][C:40]1[CH:41]=[C:42]([CH:46]=[CH:47][CH:48]=1)[C:43](O)=[O:44])[CH3:38])[CH3:33].CCN=C=NCCCN(C)C.Cl. The catalyst is ClCCl.CN(C)C1C=CN=CC=1. The product is [CH2:49]([N:34]([CH2:32][CH3:33])[CH2:35][CH2:36][N:37]([CH2:39][C:40]1[CH:41]=[C:42]([CH:46]=[CH:47][CH:48]=1)[C:43]([NH:1][C:2]1[CH:25]=[CH:24][C:23]([N:26]2[CH2:31][CH2:30][CH2:29][CH2:28][CH2:27]2)=[CH:22][C:3]=1[C:4]([NH:6][C:7]1[CH:11]=[CH:10][N:9]([C:12]2[CH:17]=[CH:16][CH:15]=[C:14]([C:18]([F:20])([F:21])[F:19])[CH:13]=2)[N:8]=1)=[O:5])=[O:44])[CH3:38])[CH3:50]. The yield is 0.320. (4) The reactants are [CH2:1]([N:8]1[CH2:13][CH2:12][C:11]([NH:17][C:18](=O)[C:19]2[CH:24]=[CH:23][C:22]([Br:25])=[CH:21][CH:20]=2)([C:14]([NH2:16])=[O:15])[CH2:10][CH2:9]1)[C:2]1[CH:7]=[CH:6][CH:5]=[CH:4][CH:3]=1.[OH-].[Na+]. The catalyst is O.CO. The product is [CH2:1]([N:8]1[CH2:13][CH2:12][C:11]2([N:17]=[C:18]([C:19]3[CH:24]=[CH:23][C:22]([Br:25])=[CH:21][CH:20]=3)[NH:16][C:14]2=[O:15])[CH2:10][CH2:9]1)[C:2]1[CH:7]=[CH:6][CH:5]=[CH:4][CH:3]=1. The yield is 0.820. (5) The reactants are [C:1]([C:3]1[CH:8]=[CH:7][CH:6]=[C:5]([O:9][CH3:10])[CH:4]=1)#[CH:2].[Br:11][C:12]1[CH:13]=[N:14][CH:15]=[C:16](Br)[CH:17]=1. The catalyst is C(N(CC)CC)C.C(OCC)(=O)C.C1(C=CC=CC=1)[P](C1C=CC=CC=1)(C1C=CC=CC=1)[Pd][P](C1C=CC=CC=1)(C1C=CC=CC=1)C1C=CC=CC=1.[Cu]I. The product is [Br:11][C:12]1[CH:13]=[N:14][CH:15]=[C:16]([C:2]#[C:1][C:3]2[CH:8]=[CH:7][CH:6]=[C:5]([O:9][CH3:10])[CH:4]=2)[CH:17]=1. The yield is 0.710. (6) The reactants are C([N:8](CC1C=CC=CC=1)[C:9]1([CH2:13][NH:14][C:15]2[C:24]3[C:19](=[CH:20][CH:21]=[C:22]([CH3:25])[CH:23]=3)[N:18]=[C:17]([N:26]3[CH2:32][CH2:31][C:30]([F:34])([F:33])[C:29]4[CH:35]=[CH:36][CH:37]=[CH:38][C:28]=4[CH2:27]3)[N:16]=2)[CH2:12][O:11][CH2:10]1)C1C=CC=CC=1. The catalyst is CO.[OH-].[OH-].[Pd+2]. The product is [NH2:8][C:9]1([CH2:13][NH:14][C:15]2[C:24]3[C:19](=[CH:20][CH:21]=[C:22]([CH3:25])[CH:23]=3)[N:18]=[C:17]([N:26]3[CH2:32][CH2:31][C:30]([F:34])([F:33])[C:29]4[CH:35]=[CH:36][CH:37]=[CH:38][C:28]=4[CH2:27]3)[N:16]=2)[CH2:10][O:11][CH2:12]1. The yield is 0.240. (7) The reactants are [NH2:1][C:2]1([CH2:9][C:10]([O:12][CH2:13][CH3:14])=[O:11])[CH2:7][CH2:6][N:5]([CH3:8])[CH2:4][CH2:3]1.CCN(CC)CC.[CH2:22]([C:27]1[CH:32]=[CH:31][C:30]([S:33](Cl)(=[O:35])=[O:34])=[CH:29][CH:28]=1)[CH2:23][CH2:24][CH2:25][CH3:26]. The catalyst is C(Cl)Cl. The product is [CH3:8][N:5]1[CH2:4][CH2:3][C:2]([CH2:9][C:10]([O:12][CH2:13][CH3:14])=[O:11])([NH:1][S:33]([C:30]2[CH:31]=[CH:32][C:27]([CH2:22][CH2:23][CH2:24][CH2:25][CH3:26])=[CH:28][CH:29]=2)(=[O:35])=[O:34])[CH2:7][CH2:6]1. The yield is 0.950.